Dataset: NCI-60 drug combinations with 297,098 pairs across 59 cell lines. Task: Regression. Given two drug SMILES strings and cell line genomic features, predict the synergy score measuring deviation from expected non-interaction effect. (1) Drug 1: COC1=C(C=C2C(=C1)N=CN=C2NC3=CC(=C(C=C3)F)Cl)OCCCN4CCOCC4. Drug 2: C1=NC2=C(N1)C(=S)N=CN2. Cell line: TK-10. Synergy scores: CSS=35.1, Synergy_ZIP=-9.47, Synergy_Bliss=-14.5, Synergy_Loewe=-14.5, Synergy_HSA=-10.7. (2) Drug 1: C1=NNC2=C1C(=O)NC=N2. Drug 2: C(CCl)NC(=O)N(CCCl)N=O. Cell line: SF-295. Synergy scores: CSS=0.991, Synergy_ZIP=4.66, Synergy_Bliss=8.40, Synergy_Loewe=-0.604, Synergy_HSA=0.991.